From a dataset of NCI-60 drug combinations with 297,098 pairs across 59 cell lines. Regression. Given two drug SMILES strings and cell line genomic features, predict the synergy score measuring deviation from expected non-interaction effect. (1) Drug 1: CC12CCC(CC1=CCC3C2CCC4(C3CC=C4C5=CN=CC=C5)C)O. Drug 2: C1=CN(C(=O)N=C1N)C2C(C(C(O2)CO)O)O.Cl. Cell line: SR. Synergy scores: CSS=37.8, Synergy_ZIP=2.42, Synergy_Bliss=3.09, Synergy_Loewe=-1.67, Synergy_HSA=5.66. (2) Drug 1: C1=NC2=C(N1)C(=S)N=CN2. Drug 2: CC12CCC3C(C1CCC2OP(=O)(O)O)CCC4=C3C=CC(=C4)OC(=O)N(CCCl)CCCl.[Na+]. Cell line: SK-OV-3. Synergy scores: CSS=12.1, Synergy_ZIP=-8.50, Synergy_Bliss=-0.255, Synergy_Loewe=-16.4, Synergy_HSA=-4.50.